This data is from Experimentally validated miRNA-target interactions with 360,000+ pairs, plus equal number of negative samples. The task is: Binary Classification. Given a miRNA mature sequence and a target amino acid sequence, predict their likelihood of interaction. (1) The miRNA is mmu-miR-455-5p with sequence UAUGUGCCUUUGGACUACAUCG. The protein sequence of the target gene is MSYPGYPPTGYPPFPGYPPAGQESSFPPSGQYPYPSGFPPMGGGAYPQVPSSGYPGAGGYPAPGGYPAPGGYPGAPQPGGAPSYPGVPPGQGFGVPPGGAGFSGYPQPPSQSYGGGPAQVPLPGGFPGGQMPSQYPGGQPTYPSQINTDSFSSYPVFSPVSLDYSSEPATVTQVTQGTIRPAANFDAIRDAEILRKAMKGFGTDEQAIVDVVANRSNDQRQKIKAAFKTSYGKDLIKDLKSELSGNMEELILALFMPPTYYDAWSLRKAMQGAGTQERVLIEILCTRTNQEIREIVRCYQ.... Result: 0 (no interaction). (2) The miRNA is hsa-miR-124-3p with sequence UAAGGCACGCGGUGAAUGCCAA. The protein sequence of the target gene is MGSLKEELLKAIWHAFTALDQDHSGKVSKSQLKVLSHNLCTVLKVPHDPVALEEHFRDDDEGPVSNQGYMPYLNRFILEKVQDNFDKIEFNRMCWTLCVKKNLTKNPLLITEEDAFKIWVIFNFLSEDKYPLIIVSEEIEYLLKKLTEAMGGGWQQEQFEHYKINFDDSKNGLSAWELIELIGNGQFSKGMDRQTVSMAINEVFNELILDVLKQGYMMKKGHRRKNWTERWFVLKPNIISYYVSEDLKDKKGDILLDENCCVESLPDKDGKKCLFLVKCFDKTFEISASDKKKKQEWIQA.... Result: 1 (interaction). (3) The miRNA is cel-miR-239b-5p with sequence UUUGUACUACACAAAAGUACUG. The protein sequence of the target gene is MAAMETETAPLTLESLPTDPLLLILSFLDYRDLINCCYVSRRLSQLSSHDPLWRRHCKKYWLISEEEKTQKNQCWKSLFIDTYSDVGRYIDHYAAIKKAWDDLKKYLEPRCPRMVLSLKEGAREEDLDAVEAQIGCKLPDDYRCSYRIHNGQKLVVPGLLGSMALSNHYRSEDLLDVDTAAGGFQQRQGLKYCLPLTFCIHTGLSQYIAVEAAEGRNKNEVFYQCPDQMARNPAAIDMFIIGATFTDWFTSYVKNVVSGGFPIIRDQIFRYVHDPECVATTGDITVSVSTSFLPELSSVH.... Result: 0 (no interaction). (4) The miRNA is mmu-miR-362-3p with sequence AACACACCUGUUCAAGGAUUCA. The protein sequence of the target gene is MAERSGKITAGQAYIEVEYDYEYDAKDRKIVIRQGERYLLVKKTNDDWWQVRPDENSKAFYVPAQYVKEVTRKALMPPVKQATGLPNNSMKTIQSMHLQRSTENVNKMPELSSFGKPSSSVQGTGLIRDANQNFGSNYNSGQTLNLSLDLTHNNGKFNSDSHSPKVSSQNRTRLFGHFPGPEFLDIEKTSFSQEQSCDSAGEGSERIQQDSESGDELSSSSTEQMRATTPPNQGRPDSPVYANLQELKISQSALPPLPGSPAIQVNGEWETHKDSSGRCYYYNRTTQERTWKPPRWARDV.... Result: 1 (interaction). (5) The miRNA is mmu-miR-28b with sequence AGGAGCUCACAAUCUAUUUAG. The protein sequence of the target gene is MGGFCGADRGGFLALLVWLQLLQPLFSGTYKPREDSGVMHRPQRPRRPRSDPEAPAQQSRLKSLSISHPSGVPVSVDRTEIPGSGSPSGTTTKITLENRRSSLGGPFFTDTCGHRITEVDPGSLSAGRKWPWQVSLQSQNEHVCGGSLISHRWVLTAAHCIYEQEEYMVMLGDDMLHSESESVTLVPVQDIIFPSNFDIQTMRNDIALALLYFPVNYSSLIQPVCLPEEPFRVKNGTVCWVTGWGQQNEIDAGFASILLQEVQQRILLQKHCNTLFQRQLGTSKNLVIKGMICGLQDSGQ.... Result: 1 (interaction). (6) The miRNA is hsa-miR-6788-5p with sequence CUGGGAGAAGAGUGGUGAAGA. The protein sequence of the target gene is MKIFSESHKTVFVVDHCPYMAESCRQHVEFDMLVKNRTQGIIPLAPISKSLWTCSVESSMEYCRIMYDIFPFKKLVNFIVSDSGAHVLNSWTQEDQNLQELMAALAAVGPPNPRADPECCSILHGLVAAVETLCKITEYQHEARTLLMENAERVGNRGRIICITNAKSDSHVRMLEDCVQETIHEHNKLAANSDHLMQIQKCELVLIHTYPVGEDSLVSDRSKKELSPVLTSEVHSVRAGRHLATKLNILVQQHFDLASTTITNIPMKEEQHANTSANYDVELLHHKDAHVDFLKSGDSH.... Result: 1 (interaction). (7) The miRNA is hsa-miR-5092 with sequence AAUCCACGCUGAGCUUGGCAUC. The protein sequence of the target gene is MGQGDESERIVINVGGTRHQTYRSTLRTLPGTRLAWLAEPDAHSHFDYDPRADEFFFDRHPGVFAHILNYYRTGKLHCPADVCGPLYEEELAFWGIDETDVEPCCWMTYRQHRDAEEALDSFGGAPLDNSADDADADGPGDSGDGEDELEMTKRLALSDSPDGRPGGFWRRWQPRIWALFEDPYSSRYARYVAFASLFFILVSITTFCLETHERFNPIVNKTEIENVRNGTQVRYYREAETEAFLTYIEGVCVVWFTFEFLMRVVFCPNKVEFIKNSLNIIDFVAILPFYLEVGLSGLSS.... Result: 0 (no interaction).